This data is from Reaction yield outcomes from USPTO patents with 853,638 reactions. The task is: Predict the reaction yield, written as a fraction of the theoretical maximum amount of product (1.0 means a 100% yield; for example, 0.34 means a 34% yield). (1) The reactants are [F:1][C:2]1[CH:7]=[CH:6][CH:5]=[C:4]([F:8])[C:3]=1[N:9]1[C:14]2[N:15]=[C:16]([S:29][CH3:30])[N:17]=[C:18]([C:19]3[CH:20]=[C:21]([CH:25]=[CH:26][C:27]=3[CH3:28])[C:22]([OH:24])=O)[C:13]=2[CH:12]=[CH:11][C:10]1=[O:31].CCN(C(C)C)C(C)C.CN(C(ON1N=NC2C=CC=NC1=2)=[N+](C)C)C.F[P-](F)(F)(F)(F)F.[NH2:65][C:66]1[S:67][CH:68]=[CH:69][N:70]=1. The catalyst is CN(C=O)C.O. The product is [F:8][C:4]1[CH:5]=[CH:6][CH:7]=[C:2]([F:1])[C:3]=1[N:9]1[C:14]2[N:15]=[C:16]([S:29][CH3:30])[N:17]=[C:18]([C:19]3[CH:20]=[C:21]([CH:25]=[CH:26][C:27]=3[CH3:28])[C:22]([NH:65][C:66]3[S:67][CH:68]=[CH:69][N:70]=3)=[O:24])[C:13]=2[CH:12]=[CH:11][C:10]1=[O:31]. The yield is 0.810. (2) The reactants are [CH3:1][O:2][C:3](=[O:22])[C:4]([S:13]([C:16]1[CH:21]=[CH:20][CH:19]=[CH:18][CH:17]=1)(=[O:15])=[O:14])([F:12])[CH:5]1[CH2:10][CH2:9][CH2:8][C:7](=O)[CH2:6]1.Cl.[Cl:24][C:25]1[CH:30]=[CH:29][C:28]([NH:31]N)=[CH:27][CH:26]=1.C([O-])(O)=O.[Na+]. The catalyst is C(O)(=O)C. The product is [CH3:1][O:2][C:3](=[O:22])[C:4]([S:13]([C:16]1[CH:21]=[CH:20][CH:19]=[CH:18][CH:17]=1)(=[O:15])=[O:14])([CH:5]1[CH2:10][CH2:9][C:8]2[C:29]3[C:28](=[CH:27][CH:26]=[C:25]([Cl:24])[CH:30]=3)[NH:31][C:7]=2[CH2:6]1)[F:12]. The yield is 0.700. (3) The reactants are Br[C:2]1[CH:3]=[C:4]([NH:8][S:9]([C:12]2[CH:17]=[CH:16][C:15]([OH:18])=[C:14]([CH3:19])[CH:13]=2)(=[O:11])=[O:10])[CH:5]=[CH:6][CH:7]=1.[B:20]1([B:20]2[O:24][C:23]([CH3:26])([CH3:25])[C:22]([CH3:28])([CH3:27])[O:21]2)[O:24][C:23]([CH3:26])([CH3:25])[C:22]([CH3:28])([CH3:27])[O:21]1.C([O-])(=O)C.[K+]. The catalyst is O1CCOCC1. The product is [OH:18][C:15]1[CH:16]=[CH:17][C:12]([S:9]([NH:8][C:4]2[CH:5]=[CH:6][CH:7]=[C:2]([B:20]3[O:24][C:23]([CH3:26])([CH3:25])[C:22]([CH3:28])([CH3:27])[O:21]3)[CH:3]=2)(=[O:11])=[O:10])=[CH:13][C:14]=1[CH3:19]. The yield is 0.660. (4) The reactants are [BH4-].[Na+].[Br:3][C:4]1[C:5]([O:15][CH3:16])=[C:6]([C:12](=[O:14])[CH3:13])[CH:7]=[C:8]([Cl:11])[C:9]=1[CH3:10]. The catalyst is CO. The product is [Br:3][C:4]1[C:5]([O:15][CH3:16])=[C:6]([CH:12]([OH:14])[CH3:13])[CH:7]=[C:8]([Cl:11])[C:9]=1[CH3:10]. The yield is 0.900. (5) The reactants are [NH2:1][C:2]1[C:7]([C:8]2[O:12][N:11]=[C:10]([CH2:13][C:14]3[CH:19]=[CH:18][C:17]([OH:20])=[CH:16][CH:15]=3)[CH:9]=2)=[CH:6][CH:5]=[CH:4][N:3]=1.[OH-].[Na+].[F:23][C:24]1[CH:31]=[CH:30][C:27]([CH2:28]Br)=[CH:26][CH:25]=1. The catalyst is CO. The product is [F:23][C:24]1[CH:31]=[CH:30][C:27]([CH2:28][O:20][C:17]2[CH:18]=[CH:19][C:14]([CH2:13][C:10]3[CH:9]=[C:8]([C:7]4[C:2]([NH2:1])=[N:3][CH:4]=[CH:5][CH:6]=4)[O:12][N:11]=3)=[CH:15][CH:16]=2)=[CH:26][CH:25]=1. The yield is 0.390. (6) The reactants are Cl.[OH:2][C:3]1[CH:8]=[CH:7][C:6]([C:9]2[N:14]=[C:13]3[N:15]([CH2:19][CH:20]4[CH2:24][CH2:23][CH2:22][NH:21]4)[C:16](=[O:18])[NH:17][C:12]3=[N:11][CH:10]=2)=[CH:5][CH:4]=1.OC1C=CC(C2N=C3N(CC4CCCN4C(OC(C)(C)C)=O)C(=O)NC3=NC=2)=CC=1.Cl. The catalyst is O1CCOCC1. The product is [OH:2][C:3]1[CH:4]=[CH:5][C:6]([C:9]2[N:14]=[C:13]3[N:15]([CH2:19][CH:20]4[CH2:24][CH2:23][CH2:22][NH:21]4)[C:16](=[O:18])[NH:17][C:12]3=[N:11][CH:10]=2)=[CH:7][CH:8]=1. The yield is 0.610.